From a dataset of Reaction yield outcomes from USPTO patents with 853,638 reactions. Predict the reaction yield, written as a fraction of the theoretical maximum amount of product (1.0 means a 100% yield; for example, 0.34 means a 34% yield). The reactants are [OH:1][C@@H:2]1[CH2:7][CH2:6][CH2:5][CH2:4][C@H:3]1[C:8]([O:10]CC)=O.O.[NH2:14][NH2:15]. The catalyst is CC(O)C. The product is [OH:1][C@@H:2]1[CH2:7][CH2:6][CH2:5][CH2:4][C@H:3]1[C:8]([NH:14][NH2:15])=[O:10]. The yield is 0.320.